Dataset: Catalyst prediction with 721,799 reactions and 888 catalyst types from USPTO. Task: Predict which catalyst facilitates the given reaction. (1) Reactant: [NH2:1][C:2]1[CH:10]=[C:9]([Cl:11])[CH:8]=[CH:7][C:3]=1[C:4]([O-:6])=O.[CH2:12]([OH:18])[CH2:13][CH2:14][CH2:15][CH2:16][CH3:17].C1(C)C=CC(S(O)(=O)=[O:26])=CC=1. Product: [Cl:11][C:9]1[CH:10]=[C:2]2[C:3](=[CH:7][CH:8]=1)[C:4](=[O:6])[C:17]1[C:12]([OH:18])=[CH:13][C:14]([OH:26])=[CH:15][C:16]=1[NH:1]2. The catalyst class is: 6. (2) The catalyst class is: 8. Reactant: O.[NH2:2][NH2:3].Cl[C:5]1[N:10]=[CH:9][N:8]=[C:7]([N:11]2[CH2:17][CH2:16][CH2:15][O:14][CH2:13][CH2:12]2)[CH:6]=1. Product: [NH:2]([C:5]1[N:10]=[CH:9][N:8]=[C:7]([N:11]2[CH2:17][CH2:16][CH2:15][O:14][CH2:13][CH2:12]2)[CH:6]=1)[NH2:3].